From a dataset of Full USPTO retrosynthesis dataset with 1.9M reactions from patents (1976-2016). Predict the reactants needed to synthesize the given product. (1) Given the product [F:17][C:4]1[CH:3]=[C:2]([C:23]2[CH:22]=[CH:21][N:20]=[C:19]([F:18])[CH:24]=2)[C:10]2[N:9]3[CH2:11][CH2:12][NH:13][C:14](=[O:15])[C:8]3=[C:7]([CH3:16])[C:6]=2[CH:5]=1, predict the reactants needed to synthesize it. The reactants are: Br[C:2]1[C:10]2[N:9]3[CH2:11][CH2:12][NH:13][C:14](=[O:15])[C:8]3=[C:7]([CH3:16])[C:6]=2[CH:5]=[C:4]([F:17])[CH:3]=1.[F:18][C:19]1[CH:24]=[C:23](B(O)O)[CH:22]=[CH:21][N:20]=1. (2) The reactants are: [NH2:1][C:2]1[CH:37]=[CH:36][C:5]([CH2:6][CH2:7][N:8]2[C:13]3[N:14]=[C:15]([NH:18][CH2:19][C:20]([OH:23])([CH3:22])[CH3:21])[N:16]=[CH:17][C:12]=3[CH:11]=[C:10]([C:24]3[CH:29]=[C:28]([O:30][CH3:31])[CH:27]=[C:26]([O:32][CH3:33])[C:25]=3[Cl:34])[C:9]2=[O:35])=[CH:4][CH:3]=1.CCN(C(C)C)C(C)C.[C:47](O[C:47](=[O:50])[CH:48]=[CH2:49])(=[O:50])[CH:48]=[CH2:49].O. Given the product [Cl:34][C:25]1[C:26]([O:32][CH3:33])=[CH:27][C:28]([O:30][CH3:31])=[CH:29][C:24]=1[C:10]1[C:9](=[O:35])[N:8]([CH2:7][CH2:6][C:5]2[CH:36]=[CH:37][C:2]([NH:1][C:47](=[O:50])[CH:48]=[CH2:49])=[CH:3][CH:4]=2)[C:13]2[N:14]=[C:15]([NH:18][CH2:19][C:20]([OH:23])([CH3:22])[CH3:21])[N:16]=[CH:17][C:12]=2[CH:11]=1, predict the reactants needed to synthesize it. (3) The reactants are: [Cl:1][C:2]1[N:7]=[N:6][C:5]([N:8]=[CH:9]N(C)C)=[CH:4][CH:3]=1.Br[CH2:14][C:15]([C:17]1[CH:18]=[C:19]2[C:24](=[CH:25][CH:26]=1)[N:23]=[CH:22][CH:21]=[CH:20]2)=[O:16].C(N(CC)CC)C. Given the product [Cl:1][C:2]1[CH:3]=[CH:4][C:5]2[N:6]([C:14]([C:15]([C:17]3[CH:18]=[C:19]4[C:24](=[CH:25][CH:26]=3)[N:23]=[CH:22][CH:21]=[CH:20]4)=[O:16])=[CH:9][N:8]=2)[N:7]=1, predict the reactants needed to synthesize it. (4) Given the product [Cl:1][C:2]1[CH:3]=[CH:4][C:5]([C@H:8]2[N:15]3[C:11]([S:12][C:13]([C:19]([N:21]4[C@H:28]([CH2:29][CH3:30])[CH2:27][CH2:26][C@H:22]4[C:23]([N:44]4[CH2:45][CH2:46][N:41]([CH3:40])[C:42](=[O:47])[CH2:43]4)=[O:24])=[O:20])=[C:14]3[CH:16]([CH3:18])[CH3:17])=[N:10][C@:9]2([C:32]2[CH:33]=[CH:34][C:35]([Cl:38])=[CH:36][CH:37]=2)[CH3:31])=[CH:6][CH:7]=1, predict the reactants needed to synthesize it. The reactants are: [Cl:1][C:2]1[CH:7]=[CH:6][C:5]([C@H:8]2[N:15]3[C:11]([S:12][C:13]([C:19]([N:21]4[C@H:28]([CH2:29][CH3:30])[CH2:27][CH2:26][C@H:22]4[C:23](O)=[O:24])=[O:20])=[C:14]3[CH:16]([CH3:18])[CH3:17])=[N:10][C@:9]2([C:32]2[CH:37]=[CH:36][C:35]([Cl:38])=[CH:34][CH:33]=2)[CH3:31])=[CH:4][CH:3]=1.Cl.[CH3:40][N:41]1[CH2:46][CH2:45][NH:44][CH2:43][C:42]1=[O:47]. (5) Given the product [NH2:1][C:2]1[N:7]=[C:6]([C:8]2[CH:9]=[CH:10][C:11]([CH3:14])=[CH:12][CH:13]=2)[C:5]([C:15]2[CH:16]=[CH:17][C:18](=[O:21])[N:19]([CH3:22])[N:20]=2)=[CH:4][N:3]=1, predict the reactants needed to synthesize it. The reactants are: [NH2:1][C:2]1[N:7]=[C:6]([C:8]2[CH:13]=[CH:12][C:11]([CH3:14])=[CH:10][CH:9]=2)[C:5]([C:15]2[CH:16]=[CH:17][C:18](=[O:21])[NH:19][N:20]=2)=[CH:4][N:3]=1.[CH3:22]I. (6) The reactants are: N1C(Cl)=NC(Cl)=NC=1Cl.[N:10]1[CH:15]=[CH:14][CH:13]=[CH:12][C:11]=1[CH2:16][O:17][C:18]1[CH:23]=[CH:22][C:21]([C:24]2([C:31]3[CH:39]=[CH:38][C:34]([C:35]([NH2:37])=O)=[CH:33][CH:32]=3)[CH2:29][CH:28]3[CH2:30][CH:25]2[CH2:26][CH2:27]3)=[CH:20][CH:19]=1. Given the product [N:10]1[CH:15]=[CH:14][CH:13]=[CH:12][C:11]=1[CH2:16][O:17][C:18]1[CH:19]=[CH:20][C:21]([C:24]2([C:31]3[CH:39]=[CH:38][C:34]([C:35]#[N:37])=[CH:33][CH:32]=3)[CH2:29][CH:28]3[CH2:30][CH:25]2[CH2:26][CH2:27]3)=[CH:22][CH:23]=1, predict the reactants needed to synthesize it. (7) Given the product [CH3:36][O:35][C:20]1[C:21]2[N:22]=[C:23]([NH:26][C:27]([C:29]3[S:30][C:31]([CH3:34])=[CH:32][CH:33]=3)=[O:28])[S:24][C:25]=2[C:17]([N:14]2[CH2:13][CH2:12][NH:11][CH2:16][CH2:15]2)=[CH:18][CH:19]=1, predict the reactants needed to synthesize it. The reactants are: C(OC([N:11]1[CH2:16][CH2:15][N:14]([C:17]2[C:25]3[S:24][C:23]([NH:26][C:27]([C:29]4[S:30][C:31]([CH3:34])=[CH:32][CH:33]=4)=[O:28])=[N:22][C:21]=3[C:20]([O:35][CH3:36])=[CH:19][CH:18]=2)[CH2:13][CH2:12]1)=O)C1C=CC=CC=1.B(F)(F)F.CCOCC.C(S)C.